Dataset: Forward reaction prediction with 1.9M reactions from USPTO patents (1976-2016). Task: Predict the product of the given reaction. (1) Given the reactants [CH3:1][N:2]([CH2:13][C:14]([OH:16])=O)[NH:3][C:4](=[O:12])[NH:5][CH2:6][C:7]1[S:8][CH:9]=[CH:10][CH:11]=1.[NH2:17][C@@H:18]([CH2:42][C:43]1[CH:48]=[CH:47][C:46]([O:49][C:50]([CH3:53])([CH3:52])[CH3:51])=[CH:45][CH:44]=1)[C:19]([N:21]([C@@H:33]([CH3:41])[CH:34]([O:38][CH2:39][CH3:40])[O:35][CH2:36][CH3:37])[CH2:22][C:23]1[CH:24]=[CH:25][CH:26]=[C:27]2[C:32]=1[N:31]=[CH:30][CH:29]=[CH:28]2)=[O:20], predict the reaction product. The product is: [C:50]([O:49][C:46]1[CH:47]=[CH:48][C:43]([CH2:42][C@H:18]([NH:17][C:14](=[O:16])[CH2:13][N:2]([CH3:1])[NH:3][C:4]([NH:5][CH2:6][C:7]2[S:8][CH:9]=[CH:10][CH:11]=2)=[O:12])[C:19]([N:21]([C@@H:33]([CH3:41])[CH:34]([O:38][CH2:39][CH3:40])[O:35][CH2:36][CH3:37])[CH2:22][C:23]2[CH:24]=[CH:25][CH:26]=[C:27]3[C:32]=2[N:31]=[CH:30][CH:29]=[CH:28]3)=[O:20])=[CH:44][CH:45]=1)([CH3:53])([CH3:51])[CH3:52]. (2) Given the reactants [F:1][C:2]1[C:10]([N+:11]([O-])=O)=[CH:9][CH:8]=[C:7]2[C:3]=1[CH2:4][CH2:5][N:6]2[C:14](=[O:16])[CH3:15].C1COCC1.[H][H], predict the reaction product. The product is: [NH2:11][C:10]1[C:2]([F:1])=[C:3]2[C:7](=[CH:8][CH:9]=1)[N:6]([C:14](=[O:16])[CH3:15])[CH2:5][CH2:4]2.